From a dataset of Forward reaction prediction with 1.9M reactions from USPTO patents (1976-2016). Predict the product of the given reaction. (1) Given the reactants [CH2:1]([O:3][C:4](=[O:24])/[CH:5]=[CH:6]/[C:7]1[CH:8]=[CH:9][C:10]([C:14]2[CH:19]=[CH:18][CH:17]=[C:16]([C:20]([F:23])([F:22])[F:21])[CH:15]=2)=[N+:11]([O-])[CH:12]=1)[CH3:2].O=P(Cl)(Cl)[Cl:27], predict the reaction product. The product is: [Cl:27][C:12]1[C:7](/[CH:6]=[CH:5]/[C:4]([O:3][CH2:1][CH3:2])=[O:24])=[CH:8][CH:9]=[C:10]([C:14]2[CH:19]=[CH:18][CH:17]=[C:16]([C:20]([F:23])([F:22])[F:21])[CH:15]=2)[N:11]=1. (2) Given the reactants [C:1]1([C:7]2[C:15]3[CH:14]=[C:13]([CH2:16][CH2:17][CH2:18][CH2:19][N:20]4[CH:24]=[C:23]([C:25](O)=[O:26])[N:22]=[N:21]4)[N:12]=[N:11][C:10]=3[NH:9][CH:8]=2)[CH:6]=[CH:5][CH:4]=[CH:3][CH:2]=1.CN(C(ON1N=NC2C=CC=NC1=2)=[N+](C)C)C.F[P-](F)(F)(F)(F)F.[N:52]1[CH:57]=[CH:56][CH:55]=[CH:54][C:53]=1[CH2:58][NH2:59].CCN(C(C)C)C(C)C, predict the reaction product. The product is: [C:1]1([C:7]2[C:15]3[CH:14]=[C:13]([CH2:16][CH2:17][CH2:18][CH2:19][N:20]4[CH:24]=[C:23]([C:25]([NH:59][CH2:58][C:53]5[CH:54]=[CH:55][CH:56]=[CH:57][N:52]=5)=[O:26])[N:22]=[N:21]4)[N:12]=[N:11][C:10]=3[NH:9][CH:8]=2)[CH:2]=[CH:3][CH:4]=[CH:5][CH:6]=1.